Dataset: Full USPTO retrosynthesis dataset with 1.9M reactions from patents (1976-2016). Task: Predict the reactants needed to synthesize the given product. (1) Given the product [CH2:3]([O:7][C:9]1[N:14]=[CH:13][N:12]=[C:11]([N:15]2[CH2:21][CH2:20][CH:19]([CH3:22])[CH2:18][CH2:17][CH:16]2[CH3:23])[CH:10]=1)[C:4]#[C:5][CH3:6], predict the reactants needed to synthesize it. The reactants are: [H-].[Na+].[CH2:3]([OH:7])[C:4]#[C:5][CH3:6].Cl[C:9]1[N:14]=[CH:13][N:12]=[C:11]([N:15]2[CH2:21][CH2:20][CH:19]([CH3:22])[CH2:18][CH2:17][CH:16]2[CH3:23])[CH:10]=1.[Cl-].[NH4+]. (2) Given the product [F:19][C:6]1[CH:5]=[C:4]([N+:11]([O-:13])=[O:12])[C:3]([O:2][CH3:1])=[CH:8][C:7]=1[O:9][CH3:10], predict the reactants needed to synthesize it. The reactants are: [CH3:1][O:2][C:3]1[CH:8]=[C:7]([O:9][CH3:10])[CH:6]=[CH:5][C:4]=1[N+:11]([O-:13])=[O:12].[O-]S(C(F)(F)[F:19])(=O)=O.ClC1C=[N+](F)C=C(Cl)C=1.C(OCC)(=O)C. (3) Given the product [NH2:14][CH2:13][C:10]1[CH:9]=[CH:8][C:7]([C:6]([NH:5][C:1]([CH3:2])([CH3:4])[CH3:3])=[O:15])=[CH:12][CH:11]=1, predict the reactants needed to synthesize it. The reactants are: [C:1]([NH:5][C:6](=[O:15])[C:7]1[CH:12]=[CH:11][C:10]([C:13]#[N:14])=[CH:9][CH:8]=1)([CH3:4])([CH3:3])[CH3:2].N. (4) Given the product [CH3:1][O:2][C:3]1[CH:9]=[CH:8][CH:7]=[C:6]2[C:4]=1[N:5]=[CH:11][CH:10]=[C:12]2[CH3:14], predict the reactants needed to synthesize it. The reactants are: [CH3:1][O:2][C:3]1[CH:9]=[CH:8][CH:7]=[CH:6][C:4]=1[NH2:5].[CH:10]([C:12]([CH3:14])=O)=[CH2:11]. (5) Given the product [Br:15][C:7]1[C:2]([Cl:1])=[N:3][C:4]([CH3:10])=[CH:5][C:6]=1[CH3:9], predict the reactants needed to synthesize it. The reactants are: [Cl:1][C:2]1[C:7](N)=[C:6]([CH3:9])[CH:5]=[C:4]([CH3:10])[N:3]=1.N([O-])=O.[Na+].[BrH:15]. (6) Given the product [C:1]1([C:23]2[CH:28]=[CH:27][CH:26]=[CH:25][CH:24]=2)[CH:6]=[CH:5][CH:4]=[C:3]([C:7]2[N:22]=[C:10]3[N:11]=[C:12]([CH3:21])[C:13]([CH2:16][C:17]([O:19][CH3:20])=[O:18])=[C:14]([Cl:31])[N:9]3[N:8]=2)[CH:2]=1, predict the reactants needed to synthesize it. The reactants are: [C:1]1([C:23]2[CH:28]=[CH:27][CH:26]=[CH:25][CH:24]=2)[CH:6]=[CH:5][CH:4]=[C:3]([C:7]2[N:22]=[C:10]3[N:11]=[C:12]([CH3:21])[C:13]([CH2:16][C:17]([O:19][CH3:20])=[O:18])=[C:14](O)[N:9]3[N:8]=2)[CH:2]=1.P(Cl)(Cl)([Cl:31])=O.C([O-])(O)=O.[Na+]. (7) Given the product [F:19][C:17]([F:18])([F:20])[C:14]1([CH2:12][N:9]2[CH2:8][CH2:7][CH:6]([CH2:4][OH:3])[CH2:11][CH2:10]2)[CH2:15][CH2:16]1, predict the reactants needed to synthesize it. The reactants are: C([O:3][C:4]([CH:6]1[CH2:11][CH2:10][N:9]([C:12]([C:14]2([C:17]([F:20])([F:19])[F:18])[CH2:16][CH2:15]2)=O)[CH2:8][CH2:7]1)=O)C.[H-].[Al+3].[Li+].[H-].[H-].[H-].O.[OH-].[Na+].O. (8) Given the product [NH2:1][C:2]1[N:7]([C:8]2[CH:13]=[CH:12][C:11]([CH2:14][CH2:15][NH:16][C:17]([CH3:31])([C:19]([O:21][C:22]([CH3:30])([CH3:23])[CH3:43])=[O:20])[CH3:18])=[CH:10][CH:9]=2)[C:6](=[O:32])[CH:5]=[CH:4][C:3]=1[C:33](=[O:42])[C:34]1[CH:39]=[CH:38][C:37]([F:40])=[CH:36][C:35]=1[F:41], predict the reactants needed to synthesize it. The reactants are: [NH2:1][C:2]1[N:7]([C:8]2[CH:13]=[CH:12][C:11]([CH2:14][CH2:15][NH:16][C:17]([CH3:31])([C:19]([O:21][CH:22]3[CH2:30]C4C(=CC=CC=4)[CH2:23]3)=[O:20])[CH3:18])=[CH:10][CH:9]=2)[C:6](=[O:32])[CH:5]=[CH:4][C:3]=1[C:33](=[O:42])[C:34]1[CH:39]=[CH:38][C:37]([F:40])=[CH:36][C:35]=1[F:41].[CH3:43]C(C(OC(C)(C)C)=O)(C)N.[BH-](OC(C)=O)(OC(C)=O)OC(C)=O.[Na+]. (9) The reactants are: [F:1][C:2]1[CH:7]=[CH:6][C:5]([C:8]2[CH:13]=[C:12]([C:14]([F:17])([F:16])[F:15])[N:11]=[C:10]([N:18]3[CH:22]=[C:21](I)[N:20]=[CH:19]3)[N:9]=2)=[CH:4][CH:3]=1.[NH2:24][C:25]1[CH:30]=[CH:29][C:28](B2OC(C)(C)C(C)(C)O2)=[CH:27][N:26]=1. Given the product [F:1][C:2]1[CH:7]=[CH:6][C:5]([C:8]2[CH:13]=[C:12]([C:14]([F:17])([F:16])[F:15])[N:11]=[C:10]([N:18]3[CH:22]=[C:21]([C:28]4[CH:29]=[CH:30][C:25]([NH2:24])=[N:26][CH:27]=4)[N:20]=[CH:19]3)[N:9]=2)=[CH:4][CH:3]=1, predict the reactants needed to synthesize it. (10) Given the product [NH2:16][C:11]1[CH:12]=[CH:13][CH:14]=[C:15]2[C:10]=1[C:9](=[O:19])[C:8]1([NH:20][C:21]([C:23]3[N:32]=[C:26]4[N:27]=[CH:28][CH:29]=[C:30]([CH3:31])[N:25]4[N:24]=3)=[O:22])[C:7]3[CH:33]=[CH:34][C:35]([CH:37]([CH3:38])[CH3:39])=[CH:36][C:6]=3[O:5][C:4]12[OH:3], predict the reactants needed to synthesize it. The reactants are: Cl.O.[OH:3][C:4]12[C:15]3[C:10](=[C:11]([N+:16]([O-])=O)[CH:12]=[CH:13][CH:14]=3)[C:9](=[O:19])[C:8]1([NH:20][C:21]([C:23]1[N:32]=[C:26]3[N:27]=[CH:28][CH:29]=[C:30]([CH3:31])[N:25]3[N:24]=1)=[O:22])[C:7]1[CH:33]=[CH:34][C:35]([CH:37]([CH3:39])[CH3:38])=[CH:36][C:6]=1[O:5]2.